Task: Predict the reactants needed to synthesize the given product.. Dataset: Full USPTO retrosynthesis dataset with 1.9M reactions from patents (1976-2016) (1) The reactants are: [NH2:1][CH2:2][CH2:3][N:4]([C@@H:9]([C:13]1[N:22]([CH2:23][C:24]2[CH:29]=[CH:28][CH:27]=[CH:26][CH:25]=2)[C:21](=[O:30])[C:20]2[C:15](=[CH:16][C:17]([Cl:31])=[CH:18][CH:19]=2)[N:14]=1)[CH:10]([CH3:12])[CH3:11])[C:5](=[O:8])[CH:6]=[CH2:7].C(OC(=O)NCCN(C(=O)C=C)[C@@H](C1N(CC2C=CC=CC=2)C(=O)C2C(=CC(Cl)=CC=2)N=1)C(C)C)(C)(C)C.C(O)(C(F)(F)F)=O. Given the product [CH2:23]([N:22]1[C:21](=[O:30])[C:20]2[C:15](=[CH:16][C:17]([Cl:31])=[CH:18][CH:19]=2)[N:14]=[C:13]1[C@H:9]([N:4]1[C:5](=[O:8])[CH2:6][CH2:7][NH:1][CH2:2][CH2:3]1)[CH:10]([CH3:12])[CH3:11])[C:24]1[CH:25]=[CH:26][CH:27]=[CH:28][CH:29]=1, predict the reactants needed to synthesize it. (2) Given the product [Br:1][C:2]1[C:3]2[C:4]([S:19][C:20]3[CH:25]=[CH:24][C:23]([Cl:26])=[CH:22][CH:21]=3)=[C:5]3[CH:14]([CH2:15][C:16]([OH:18])=[O:17])[CH2:13][CH2:12][N:6]3[C:7]=2[CH:8]=[C:9]([C:48]2[N:47]([CH3:46])[CH:51]=[CH:50][CH:49]=2)[CH:10]=1, predict the reactants needed to synthesize it. The reactants are: [Br:1][C:2]1[C:3]2[C:4]([S:19][C:20]3[CH:25]=[CH:24][C:23]([Cl:26])=[CH:22][CH:21]=3)=[C:5]3[CH:14]([CH2:15][C:16]([OH:18])=[O:17])[CH2:13][CH2:12][N:6]3[C:7]=2[CH:8]=[C:9](I)[CH:10]=1.C1([As](C2C=CC=CC=2)C2C=CC=CC=2)C=CC=CC=1.[CH3:46][N:47]1[CH:51]=[CH:50][CH:49]=[C:48]1[Sn](CCCC)(CCCC)CCCC. (3) Given the product [Cl:1][C:2]1[CH:7]=[CH:6][CH:5]=[CH:4][C:3]=1[CH:8]1[C:17]([C:18]2[CH:19]=[CH:20][C:21]3[O:26][CH2:25][C:24](=[O:27])[NH:23][C:22]=3[CH:28]=2)=[CH:16][C:15]2[C:10](=[CH:11][C:12]([NH:33][CH2:32][CH2:30][OH:31])=[CH:13][CH:14]=2)[S:9]1, predict the reactants needed to synthesize it. The reactants are: [Cl:1][C:2]1[CH:7]=[CH:6][CH:5]=[CH:4][C:3]=1[CH:8]1[C:17]([C:18]2[CH:19]=[CH:20][C:21]3[O:26][CH2:25][C:24](=[O:27])[NH:23][C:22]=3[CH:28]=2)=[CH:16][C:15]2[C:10](=[CH:11][C:12](I)=[CH:13][CH:14]=2)[S:9]1.[CH2:30]([CH2:32][NH2:33])[OH:31]. (4) The reactants are: [NH2:1][C:2]1[C:10]([NH2:11])=[C:9]([O:12][CH3:13])[CH:8]=[CH:7][C:3]=1[C:4]([OH:6])=[O:5].COC(C1C2N=C(N)[NH:23][C:22]=2C=CC=1)=O.BrC#N. Given the product [NH2:23][C:22]1[NH:11][C:10]2[C:9]([O:12][CH3:13])=[CH:8][CH:7]=[C:3]([C:4]([OH:6])=[O:5])[C:2]=2[N:1]=1, predict the reactants needed to synthesize it. (5) Given the product [Br:1][C:2]1[CH:3]=[C:4]([C:14]([NH:17][CH2:18][C:19]2[C:20](=[O:27])[NH:21][C:22]([CH3:26])=[CH:23][C:24]=2[CH3:25])=[O:16])[C:5]2[CH:6]=[CH:7][N:8]([CH:11]([CH3:12])[CH3:13])[C:9]=2[CH:10]=1, predict the reactants needed to synthesize it. The reactants are: [Br:1][C:2]1[CH:3]=[C:4]([C:14]([OH:16])=O)[C:5]2[CH:6]=[CH:7][N:8]([CH:11]([CH3:13])[CH3:12])[C:9]=2[CH:10]=1.[NH2:17][CH2:18][C:19]1[C:20](=[O:27])[NH:21][C:22]([CH3:26])=[CH:23][C:24]=1[CH3:25].ON1C2N=CC=CC=2N=N1.C(Cl)CCl.CN1CCOCC1.